Dataset: Forward reaction prediction with 1.9M reactions from USPTO patents (1976-2016). Task: Predict the product of the given reaction. (1) Given the reactants [CH3:1][O:2][C:3](=[O:27])[C:4]1[CH:9]=[CH:8][C:7]([NH:10][CH:11]2[CH2:16][CH2:15][CH2:14][CH2:13][CH:12]2[CH3:17])=[C:6]([NH:18][C:19](=O)[CH2:20][C:21]2[O:22][CH:23]=[CH:24][CH:25]=2)[CH:5]=1.Cl.O.C(=O)(O)[O-].[Na+], predict the reaction product. The product is: [CH3:1][O:2][C:3]([C:4]1[CH:9]=[CH:8][C:7]2[N:10]([CH:11]3[CH2:16][CH2:15][CH2:14][CH2:13][CH:12]3[CH3:17])[C:19]([CH2:20][C:21]3[O:22][CH:23]=[CH:24][CH:25]=3)=[N:18][C:6]=2[CH:5]=1)=[O:27]. (2) Given the reactants Br[C:2]1[C:7]([CH2:8][OH:9])=[CH:6][C:5]([Cl:10])=[CH:4][N:3]=1.[O:11]1[CH:16]=[CH:15][CH2:14][CH2:13][CH2:12]1.[Cl-].[Li+].C([Mg]Cl)(C)C.CN([CH:27]=[O:28])C, predict the reaction product. The product is: [Cl:10][C:5]1[CH:6]=[C:7]([CH2:8][O:9][CH:16]2[CH2:15][CH2:14][CH2:13][CH2:12][O:11]2)[C:2]([CH:27]=[O:28])=[N:3][CH:4]=1. (3) Given the reactants [N+:1]([C:4]1[CH:18]=[CH:17][CH:16]=[CH:15][C:5]=1[NH:6][CH2:7][CH2:8][C:9]1C=N[CH:12]=[CH:13][CH:14]=1)([O-:3])=[O:2].[N:19]1C=CC=C[C:20]=1CCN.ClC1C=CC=CC=1[N+]([O-])=O, predict the reaction product. The product is: [N+:1]([C:4]1[CH:18]=[CH:17][CH:16]=[CH:15][C:5]=1[NH:6][CH2:7][CH2:8][C:9]1[CH:14]=[CH:13][CH:12]=[CH:20][N:19]=1)([O-:3])=[O:2]. (4) Given the reactants [C:1]1([N:11]2[CH2:16][CH2:15][N:14]([CH2:17][CH2:18][CH2:19][CH2:20][O:21][C:22]3[CH:30]=[C:29]4[C:25]([CH:26]=[N:27][NH:28]4)=[CH:24][CH:23]=3)[CH2:13][CH2:12]2)[C:10]2[C:5](=CC=C[CH:9]=2)[CH:4]=[CH:3][CH:2]=1.CC1C=CC=CC=1N1CCNCC1, predict the reaction product. The product is: [C:10]1([CH3:9])[CH:5]=[CH:4][CH:3]=[CH:2][C:1]=1[N:11]1[CH2:12][CH2:13][N:14]([CH2:17][CH2:18][CH2:19][CH2:20][O:21][C:22]2[CH:30]=[C:29]3[C:25]([CH:26]=[N:27][NH:28]3)=[CH:24][CH:23]=2)[CH2:15][CH2:16]1. (5) Given the reactants [NH2:1][C:2]1[CH:17]=[CH:16][C:5]([O:6][CH2:7][CH2:8][N:9]([CH:13]([CH3:15])[CH3:14])[CH:10]([CH3:12])[CH3:11])=[C:4]([O:18][CH3:19])[CH:3]=1.[C:20](Cl)(=[O:23])[CH:21]=[CH2:22], predict the reaction product. The product is: [CH:10]([N:9]([CH:13]([CH3:14])[CH3:15])[CH2:8][CH2:7][O:6][C:5]1[CH:16]=[CH:17][C:2]([NH:1][C:20](=[O:23])[CH:21]=[CH2:22])=[CH:3][C:4]=1[O:18][CH3:19])([CH3:12])[CH3:11]. (6) Given the reactants [C:1]([N:4]1[C:13]2[C:8](=[CH:9][C:10]([C:14]3[CH2:19][CH2:18][N:17]([C:20]([O:22][C:23]([CH3:26])([CH3:25])[CH3:24])=[O:21])[CH2:16][CH:15]=3)=[CH:11][CH:12]=2)[C@H:7]([NH2:27])[C@@H:6]([CH3:28])[C@@H:5]1[CH:29]1[CH2:31][CH2:30]1)(=[O:3])[CH3:2].Br[C:33]1[CH:38]=[CH:37][CH:36]=[C:35]([O:39][CH3:40])[N:34]=1.CN(C1C(C2C(P(C3CCCCC3)C3CCCCC3)=CC=CC=2)=CC=CC=1)C.CC(C)([O-])C.[Na+], predict the reaction product. The product is: [C:1]([N:4]1[C:13]2[C:8](=[CH:9][C:10]([C:14]3[CH2:19][CH2:18][N:17]([C:20]([O:22][C:23]([CH3:26])([CH3:25])[CH3:24])=[O:21])[CH2:16][CH:15]=3)=[CH:11][CH:12]=2)[C@H:7]([NH:27][C:33]2[CH:38]=[CH:37][CH:36]=[C:35]([O:39][CH3:40])[N:34]=2)[C@@H:6]([CH3:28])[C@@H:5]1[CH:29]1[CH2:30][CH2:31]1)(=[O:3])[CH3:2]. (7) Given the reactants [H-].[Na+].[CH3:3][C:4]12[C:16]3[C:8](=[CH:9][C:10]([NH:17][C:18]4[CH:28]=[CH:27][C:21]([C:22]([O:24][CH2:25][CH3:26])=[O:23])=[CH:20][CH:19]=4)=[CH:11][C:12]=3[CH2:13][CH2:14][CH2:15]1)[CH2:7][CH2:6][CH2:5]2.Br[CH2:30][CH3:31].[Cl-].[NH4+], predict the reaction product. The product is: [CH2:30]([N:17]([C:10]1[CH:9]=[C:8]2[C:16]3[C:4]([CH3:3])([CH2:5][CH2:6][CH2:7]2)[CH2:15][CH2:14][CH2:13][C:12]=3[CH:11]=1)[C:18]1[CH:19]=[CH:20][C:21]([C:22]([O:24][CH2:25][CH3:26])=[O:23])=[CH:27][CH:28]=1)[CH3:31].